Dataset: Full USPTO retrosynthesis dataset with 1.9M reactions from patents (1976-2016). Task: Predict the reactants needed to synthesize the given product. Given the product [O:1]1[CH2:5][CH2:4][C:3]2[CH:6]=[CH:7][CH:8]=[C:9]([CH:15]=[O:16])[C:2]1=2, predict the reactants needed to synthesize it. The reactants are: [O:1]1[CH2:5][CH2:4][C:3]2[CH:6]=[CH:7][CH:8]=[CH:9][C:2]1=2.Cl[Sn](Cl)(Cl)Cl.[CH3:15][O:16]C(Cl)Cl.CCOC(C)=O.